Dataset: Forward reaction prediction with 1.9M reactions from USPTO patents (1976-2016). Task: Predict the product of the given reaction. (1) Given the reactants C1(P(C2C=CC=CC=2)C2C=CC=CC=2)C=CC=CC=1.[CH3:20][O:21][C:22](=[O:35])[C:23]1[CH:32]=[C:31](Br)[C:26]([C:27]([O:29][CH3:30])=[O:28])=[CH:25][C:24]=1[NH2:34].[CH3:36][C:37]1[CH:42]=[CH:41][CH:40]=[CH:39][C:38]=1B(O)O.C(=O)([O-])[O-].[Na+].[Na+], predict the reaction product. The product is: [CH3:30][O:29][C:27](=[O:28])[C:26]1[CH:25]=[C:24]([NH2:34])[C:23]([C:22]([O:21][CH3:20])=[O:35])=[CH:32][C:31]=1[C:38]1[CH:39]=[CH:40][CH:41]=[CH:42][C:37]=1[CH3:36]. (2) Given the reactants [Cl:1][C:2]1[CH:3]=[N:4][C:5]([N:8]2[CH2:13][CH2:12][CH:11]([C@H:14]3[CH2:16][C@H:15]3[CH2:17][CH2:18][O:19][C:20]3[CH:25]=[CH:24][C:23]([CH2:26][C:27]([OH:29])=O)=[C:22]([F:30])[CH:21]=3)[CH2:10][CH2:9]2)=[N:6][CH:7]=1.[C:31]([NH2:33])#[CH:32].C1C=CC2N(O)N=NC=2C=1.C(Cl)CCl, predict the reaction product. The product is: [Cl:1][C:2]1[CH:7]=[N:6][C:5]([N:8]2[CH2:9][CH2:10][CH:11]([C@H:14]3[CH2:16][C@H:15]3[CH2:17][CH2:18][O:19][C:20]3[CH:25]=[CH:24][C:23]([CH2:26][C:27]([NH:33][C:31]#[CH:32])=[O:29])=[C:22]([F:30])[CH:21]=3)[CH2:12][CH2:13]2)=[N:4][CH:3]=1.